Dataset: Full USPTO retrosynthesis dataset with 1.9M reactions from patents (1976-2016). Task: Predict the reactants needed to synthesize the given product. (1) Given the product [F:22][C:23]([F:28])([F:27])[C:24]([OH:26])=[O:25].[CH3:1][S:2]([C:5]1[CH:6]=[CH:7][C:8]([CH:11]2[CH2:13][CH:12]2[NH2:14])=[CH:9][CH:10]=1)(=[O:3])=[O:4], predict the reactants needed to synthesize it. The reactants are: [CH3:1][S:2]([C:5]1[CH:10]=[CH:9][C:8]([CH:11]2[CH2:13][CH:12]2[NH:14]C(=O)OC(C)(C)C)=[CH:7][CH:6]=1)(=[O:4])=[O:3].[F:22][C:23]([F:28])([F:27])[C:24]([OH:26])=[O:25]. (2) Given the product [F:39][C:38]([F:41])([F:40])[C:36]([OH:42])=[O:37].[Cl:25][C:26]1[CH:27]=[C:28]([CH:32]=[CH:33][C:34]=1[Cl:35])[C:29]([NH:16][C@H:13]1[CH2:14][CH2:15][C@@H:10]([NH:9][C:7]2[CH:6]=[C:5]([CH3:17])[N:4]=[C:3]([N:2]([CH3:18])[CH3:1])[N:8]=2)[CH2:11][CH2:12]1)=[O:30], predict the reactants needed to synthesize it. The reactants are: [CH3:1][N:2]([CH3:18])[C:3]1[N:8]=[C:7]([NH:9][C@@H:10]2[CH2:15][CH2:14][C@H:13]([NH2:16])[CH2:12][CH2:11]2)[CH:6]=[C:5]([CH3:17])[N:4]=1.N1C=CC=CC=1.[Cl:25][C:26]1[CH:27]=[C:28]([CH:32]=[CH:33][C:34]=1[Cl:35])[C:29](Cl)=[O:30].[C:36]([OH:42])([C:38]([F:41])([F:40])[F:39])=[O:37]. (3) Given the product [Br:1][C:2]1[CH:3]=[C:4]2[C:5](=[CH:7][CH:8]=1)[NH:6][N:16]=[CH:9]2, predict the reactants needed to synthesize it. The reactants are: [Br:1][C:2]1[CH:8]=[CH:7][C:5]([NH2:6])=[C:4]([CH3:9])[CH:3]=1.[H+].[B-](F)(F)(F)F.[N:16]([O-])=O.[Na+].CC([O-])=O.[K+]. (4) The reactants are: [F:1][C:2]([F:7])([F:6])[CH2:3][CH2:4][OH:5].[S:8](Cl)([C:11]1[CH:17]=[CH:16][C:14]([CH3:15])=[CH:13][CH:12]=1)(=[O:10])=[O:9]. Given the product [CH3:15][C:14]1[CH:16]=[CH:17][C:11]([S:8]([O:5][CH2:4][CH2:3][C:2]([F:7])([F:6])[F:1])(=[O:10])=[O:9])=[CH:12][CH:13]=1, predict the reactants needed to synthesize it. (5) Given the product [NH2:1][C:2]1[N:10]=[CH:9][N:8]=[C:7]2[C:3]=1[N:4]([C:30]1[CH:31]=[CH:32][C:33]([O:36][C:37]3[CH:42]=[CH:41][C:40]([OH:43])=[CH:39][CH:38]=3)=[CH:34][CH:35]=1)[C:5](=[O:29])[N:6]2[C:11]1[CH:12]=[C:13]([N:17]([CH3:28])[C:18](=[O:27])/[CH:19]=[CH:20]/[CH2:21][N:22]([CH:24]2[CH2:26][CH2:25]2)[CH3:23])[CH:14]=[CH:15][CH:16]=1, predict the reactants needed to synthesize it. The reactants are: [NH2:1][C:2]1[N:10]=[CH:9][N:8]=[C:7]2[C:3]=1[N:4]([C:30]1[CH:35]=[CH:34][C:33]([O:36][C:37]3[CH:42]=[CH:41][C:40]([O:43]C)=[CH:39][CH:38]=3)=[CH:32][CH:31]=1)[C:5](=[O:29])[N:6]2[C:11]1[CH:12]=[C:13]([N:17]([CH3:28])[C:18](=[O:27])/[CH:19]=[CH:20]/[CH2:21][N:22]([CH:24]2[CH2:26][CH2:25]2)[CH3:23])[CH:14]=[CH:15][CH:16]=1.B(Br)(Br)Br.